From a dataset of Serine/threonine kinase 33 screen with 319,792 compounds. Binary Classification. Given a drug SMILES string, predict its activity (active/inactive) in a high-throughput screening assay against a specified biological target. (1) The compound is Clc1c(OCC(=O)N(CN2C(=O)c3c(C2=O)cccc3)c2ccc(OC)cc2)ccc(Cl)c1. The result is 0 (inactive). (2) The compound is Clc1cc(/C=C2/SC(=O)N(CC(=O)NC3CS(=O)(=O)C=C3)C2=O)ccc1. The result is 0 (inactive). (3) The compound is O1CCN(CC1)c1ccc(NC(=O)c2c(onc2C)CC)cc1. The result is 0 (inactive).